Dataset: Reaction yield outcomes from USPTO patents with 853,638 reactions. Task: Predict the reaction yield, written as a fraction of the theoretical maximum amount of product (1.0 means a 100% yield; for example, 0.34 means a 34% yield). (1) The reactants are [CH2:1]([O:8][C:9]1[CH:14]=[C:13]([O:15][CH2:16][CH3:17])[C:12](I)=[CH:11][N:10]=1)[C:2]1[CH:7]=[CH:6][CH:5]=[CH:4][CH:3]=1.[CH2:19]([O:26][CH2:27][CH2:28][O:29][C:30]1[CH:35]=[CH:34][C:33]([NH:36][C:37](=[O:55])[CH2:38][C:39]2[CH:44]=[CH:43][C:42](B3OC(C)(C)C(C)(C)O3)=[CH:41][C:40]=2[F:54])=[CH:32][C:31]=1[C:56]([F:59])([F:58])[F:57])[C:20]1[CH:25]=[CH:24][CH:23]=[CH:22][CH:21]=1.C([O-])([O-])=O.[Cs+].[Cs+]. The catalyst is O1CCOCC1.O.C1C=CC(P(C2C=CC=CC=2)[C-]2C=CC=C2)=CC=1.C1C=CC(P(C2C=CC=CC=2)[C-]2C=CC=C2)=CC=1.Cl[Pd]Cl.[Fe+2]. The product is [CH2:1]([O:8][C:9]1[N:10]=[CH:11][C:12]([C:42]2[CH:43]=[CH:44][C:39]([CH2:38][C:37]([NH:36][C:33]3[CH:34]=[CH:35][C:30]([O:29][CH2:28][CH2:27][O:26][CH2:19][C:20]4[CH:21]=[CH:22][CH:23]=[CH:24][CH:25]=4)=[C:31]([C:56]([F:57])([F:59])[F:58])[CH:32]=3)=[O:55])=[C:40]([F:54])[CH:41]=2)=[C:13]([O:15][CH2:16][CH3:17])[CH:14]=1)[C:2]1[CH:7]=[CH:6][CH:5]=[CH:4][CH:3]=1. The yield is 0.241. (2) The reactants are [CH3:1][C:2]1[CH:7]=[CH:6][C:5]([C:8](=O)[CH2:9][C:10](=O)[C:11]([F:14])([F:13])[F:12])=[CH:4][C:3]=1[C:17]([F:20])([F:19])[F:18].[NH2:21][C:22]1[C:26]([C:27]2[CH:28]=[N:29][CH:30]=[CH:31][CH:32]=2)=[CH:25][NH:24][N:23]=1. No catalyst specified. The product is [CH3:1][C:2]1[CH:7]=[CH:6][C:5]([C:8]2[CH:9]=[C:10]([C:11]([F:14])([F:13])[F:12])[N:23]3[N:24]=[CH:25][C:26]([C:27]4[CH:28]=[N:29][CH:30]=[CH:31][CH:32]=4)=[C:22]3[N:21]=2)=[CH:4][C:3]=1[C:17]([F:20])([F:19])[F:18]. The yield is 0.760. (3) The reactants are [CH2:1]1[CH:5]2[CH2:6][NH:7][CH2:8][CH:4]2[CH2:3][N:2]1[C:9]1[CH:14]=[C:13]([O:15][CH3:16])[N:12]=[C:11]([N:17]([CH3:19])[CH3:18])[N:10]=1.[F:20][C:21]1[CH:29]=[CH:28][C:24]([C:25](O)=[O:26])=[C:23]([N:30]2[N:34]=[CH:33][CH:32]=[N:31]2)[CH:22]=1.CN(C(ON1N=NC2C=CC=NC1=2)=[N+](C)C)C.F[P-](F)(F)(F)(F)F.CCN(C(C)C)C(C)C. The yield is 0.505. The product is [F:20][C:21]1[CH:29]=[CH:28][C:24]([C:25]([N:7]2[CH2:6][CH:5]3[CH2:1][N:2]([C:9]4[CH:14]=[C:13]([O:15][CH3:16])[N:12]=[C:11]([N:17]([CH3:18])[CH3:19])[N:10]=4)[CH2:3][CH:4]3[CH2:8]2)=[O:26])=[C:23]([N:30]2[N:34]=[CH:33][CH:32]=[N:31]2)[CH:22]=1. The catalyst is C(OCC)(=O)C.CN(C=O)C. (4) The reactants are [CH3:1][O:2][C:3]1[CH:12]=[C:11]2[C:6]([CH2:7][CH2:8][CH2:9][CH:10]2[C:13]([O:15][CH3:16])=[O:14])=[CH:5][CH:4]=1.[CH3:17]I.[H-].[Na+]. The catalyst is CN(C=O)C. The product is [CH3:16][O:15][C:13]([C:10]1([CH3:17])[C:11]2[C:6](=[CH:5][CH:4]=[C:3]([O:2][CH3:1])[CH:12]=2)[CH2:7][CH2:8][CH2:9]1)=[O:14]. The yield is 0.420. (5) The reactants are [Br:1][C:2]1[CH:3]=[N:4][C:5](Cl)=[N:6][CH:7]=1.C(=O)([O-])[O-].[Cs+].[Cs+].[C:15]([NH:22][CH:23]1[CH2:28][CH2:27][NH:26][CH2:25][CH2:24]1)([O:17][C:18]([CH3:21])([CH3:20])[CH3:19])=[O:16]. The catalyst is CN(C)C=O. The product is [Br:1][C:2]1[CH:3]=[N:4][C:5]([N:26]2[CH2:25][CH2:24][CH:23]([NH:22][C:15](=[O:16])[O:17][C:18]([CH3:20])([CH3:19])[CH3:21])[CH2:28][CH2:27]2)=[N:6][CH:7]=1. The yield is 0.274.